This data is from Full USPTO retrosynthesis dataset with 1.9M reactions from patents (1976-2016). The task is: Predict the reactants needed to synthesize the given product. (1) The reactants are: [CH2:1]([NH:3][CH2:4][C:5]1[CH:10]=[C:9]([C:11]([F:14])([F:13])[F:12])[CH:8]=[CH:7][C:6]=1[C:15]1[CH:16]=[N:17][NH:18][CH:19]=1)[CH3:2].[CH:20]1([C:23](Cl)=[O:24])[CH2:22][CH2:21]1. Given the product [CH2:1]([N:3]([CH2:4][C:5]1[CH:10]=[C:9]([C:11]([F:13])([F:14])[F:12])[CH:8]=[CH:7][C:6]=1[C:15]1[CH:16]=[N:17][NH:18][CH:19]=1)[C:23]([CH:20]1[CH2:22][CH2:21]1)=[O:24])[CH3:2], predict the reactants needed to synthesize it. (2) Given the product [CH3:43][S:44]([O:30][CH2:29][C:4]1[C:3]([CH2:1][CH3:2])=[N:8][C:7]([CH2:9][CH:10]([CH3:12])[CH3:11])=[C:6]([CH2:13][NH:14][C:15]([O:16][C:17]([CH3:18])([CH3:19])[CH3:20])=[O:21])[C:5]=1[C:22]1[CH:23]=[CH:24][C:25]([CH3:28])=[CH:26][CH:27]=1)(=[O:46])=[O:45], predict the reactants needed to synthesize it. The reactants are: [CH2:1]([C:3]1[N:8]=[C:7]([CH2:9][CH:10]([CH3:12])[CH3:11])[C:6]([CH2:13][NH:14][C:15](=[O:21])[O:16][C:17]([CH3:20])([CH3:19])[CH3:18])=[C:5]([C:22]2[CH:27]=[CH:26][C:25]([CH3:28])=[CH:24][CH:23]=2)[C:4]=1[CH2:29][OH:30])[CH3:2].C(N(CC)CC)C.O1CCCC1.[CH3:43][S:44](Cl)(=[O:46])=[O:45]. (3) Given the product [C:38]([C:40]1[CH:41]=[CH:42][C:43]([CH:46]([C:61]2[C:66](=[O:67])[CH2:65][CH:64]([C:68]3[CH:69]=[CH:70][C:71]([C:74]([F:75])([F:76])[F:77])=[CH:72][CH:73]=3)[CH2:63][C:62]=2[O:78][CH2:1][CH3:3])[NH:47][C:48]([NH:50][C:51]2[CH:56]=[CH:55][CH:54]=[C:53]([C:57]([F:60])([F:59])[F:58])[CH:52]=2)=[O:49])=[CH:44][CH:45]=1)#[N:39], predict the reactants needed to synthesize it. The reactants are: [C:1]([C:3]1C=CC(C(C2C(=O)CC(C(F)(F)F)CC=2OCC)NC(NC2C=CC=C(C(F)(F)F)C=2)=O)=CC=1)#N.[C:38]([C:40]1[CH:45]=[CH:44][C:43]([CH:46]([C:61]2[C:66](=[O:67])[CH2:65][CH:64]([C:68]3[CH:73]=[CH:72][C:71]([C:74]([F:77])([F:76])[F:75])=[CH:70][CH:69]=3)[CH2:63][C:62]=2[OH:78])[NH:47][C:48]([NH:50][C:51]2[CH:56]=[CH:55][CH:54]=[C:53]([C:57]([F:60])([F:59])[F:58])[CH:52]=2)=[O:49])=[CH:42][CH:41]=1)#[N:39].